This data is from Forward reaction prediction with 1.9M reactions from USPTO patents (1976-2016). The task is: Predict the product of the given reaction. (1) Given the reactants [C:1]([O:5][C:6]([N:8]1[CH2:11][CH:10]([CH:12]([C:14]2[CH:19]=[CH:18][C:17]([Cl:20])=[CH:16][CH:15]=2)I)[CH2:9]1)=[O:7])([CH3:4])([CH3:3])[CH3:2].[BH4-].[Na+], predict the reaction product. The product is: [C:1]([O:5][C:6]([N:8]1[CH2:11][CH:10]([CH2:12][C:14]2[CH:19]=[CH:18][C:17]([Cl:20])=[CH:16][CH:15]=2)[CH2:9]1)=[O:7])([CH3:4])([CH3:2])[CH3:3]. (2) Given the reactants Cl[C:2]1[N:10]=[C:9]2[C:5]([N:6]=[CH:7][N:8]2[C@@H:11]2[CH2:15][C@H:14]([N:16]3[CH:20]=[C:19]([CH2:21][CH3:22])[CH:18]=[N:17]3)[C@@H:13]([OH:23])[C@H:12]2[OH:24])=[C:4]([NH:25][CH2:26][CH:27]([C:34]2[CH:39]=[CH:38][CH:37]=[CH:36][CH:35]=2)[C:28]2[CH:33]=[CH:32][CH:31]=[CH:30][CH:29]=2)[N:3]=1.FC(F)(F)C(O)=O.C1(C(C2C=CC=CC=2)CNC2N=C(NCCN3CCCCC3)N=C3C=2N=CN3[C@@H]2C[C@H](N3C=C(CO)C=N3)[C@@H](O)[C@H]2O)C=CC=CC=1.[C:94]([O:98][C:99](=[O:106])[NH:100][C@@H:101]1[CH2:105][CH2:104][NH:103][CH2:102]1)([CH3:97])([CH3:96])[CH3:95], predict the reaction product. The product is: [C:94]([O:98][C:99](=[O:106])[NH:100][C@@H:101]1[CH2:105][CH2:104][N:103]([C:2]2[N:10]=[C:9]3[C:5]([N:6]=[CH:7][N:8]3[C@@H:11]3[CH2:15][C@H:14]([N:16]4[CH:20]=[C:19]([CH2:21][CH3:22])[CH:18]=[N:17]4)[C@@H:13]([OH:23])[C@H:12]3[OH:24])=[C:4]([NH:25][CH2:26][CH:27]([C:28]3[CH:33]=[CH:32][CH:31]=[CH:30][CH:29]=3)[C:34]3[CH:39]=[CH:38][CH:37]=[CH:36][CH:35]=3)[N:3]=2)[CH2:102]1)([CH3:97])([CH3:95])[CH3:96]. (3) Given the reactants [F:1][C:2]1[C:3]([N+:10]([O-:12])=[O:11])=[C:4]([OH:9])[CH:5]=[C:6]([F:8])[CH:7]=1.F[C:14]1[CH:15]=C(O)C=C(F)[C:19]=1[N+]([O-])=O.C(Br)C=C.C(=O)([O-])[O-].[K+].[K+], predict the reaction product. The product is: [CH2:15]([O:9][C:4]1[CH:5]=[C:6]([F:8])[CH:7]=[C:2]([F:1])[C:3]=1[N+:10]([O-:12])=[O:11])[CH:14]=[CH2:19]. (4) The product is: [Cl:1][C:2]1[C:3]2[N:4]([C:10]([CH:12]3[CH2:17][CH2:16][N:15]([C:18]([O:20][CH2:21][C:22]4[CH:27]=[CH:26][CH:25]=[CH:24][CH:23]=4)=[O:19])[CH2:14][CH2:13]3)=[N:9][CH:8]=2)[CH:5]=[CH:6][N:7]=1. Given the reactants [Cl:1][C:2]1[C:3]([CH2:8][NH:9][C:10]([CH:12]2[CH2:17][CH2:16][N:15]([C:18]([O:20][CH2:21][C:22]3[CH:27]=[CH:26][CH:25]=[CH:24][CH:23]=3)=[O:19])[CH2:14][CH2:13]2)=O)=[N:4][CH:5]=[CH:6][N:7]=1.O=P(Cl)(Cl)Cl.C([O-])(O)=O.[Na+], predict the reaction product.